Dataset: Full USPTO retrosynthesis dataset with 1.9M reactions from patents (1976-2016). Task: Predict the reactants needed to synthesize the given product. (1) Given the product [C:28]([C:25]1[CH:26]=[CH:27][C:20]([F:19])=[C:21]([CH:24]=1)[C:22]#[N:23])#[CH:29], predict the reactants needed to synthesize it. The reactants are: [F-].C([N+](CCCC)(CCCC)CCCC)CCC.[F:19][C:20]1[CH:27]=[CH:26][C:25]([C:28]#[C:29][Si](C)(C)C)=[CH:24][C:21]=1[C:22]#[N:23]. (2) Given the product [Cl:12][CH2:13][CH2:14][C:15]([C:6]1[CH:7]=[C:8]([O:9][CH3:10])[C:3]([O:2][CH3:1])=[CH:4][C:5]=1[OH:11])=[O:16], predict the reactants needed to synthesize it. The reactants are: [CH3:1][O:2][C:3]1[CH:4]=[C:5]([OH:11])[CH:6]=[CH:7][C:8]=1[O:9][CH3:10].[Cl:12][CH2:13][CH2:14][C:15](Cl)=[O:16].[B].